This data is from Forward reaction prediction with 1.9M reactions from USPTO patents (1976-2016). The task is: Predict the product of the given reaction. (1) Given the reactants [CH3:1][C:2]1[C:3]([C:11]([OH:13])=O)=[CH:4][C:5]2[O:9][CH2:8][O:7][C:6]=2[CH:10]=1.[CH3:14][CH2:15][CH2:16][CH:17]([NH2:21])[CH2:18][CH2:19][CH3:20], predict the reaction product. The product is: [CH3:14][CH2:15][CH2:16][CH:17]([NH:21][C:11]([C:3]1[C:2]([CH3:1])=[CH:10][C:6]2[O:7][CH2:8][O:9][C:5]=2[CH:4]=1)=[O:13])[CH2:18][CH2:19][CH3:20]. (2) Given the reactants [F:1][C:2]1[CH:3]=[C:4]2[C:8](=[CH:9][CH:10]=1)[NH:7][N:6]=[CH:5]2.C([Li])CCC.CN(C)[CH:18]=[O:19].[Cl-].[NH4+].[O:23]1CC[CH2:25][CH2:24]1, predict the reaction product. The product is: [F:1][C:2]1[CH:10]=[CH:9][C:8]2[C:4](=[C:5]([CH:18]=[O:19])[N:6]([CH2:25][CH2:24][OH:23])[N:7]=2)[CH:3]=1. (3) The product is: [NH2:1][C@H:2]1[C:7]([F:9])([F:8])[CH2:6][CH2:5][CH2:4][C@H:3]1[NH:10][C:11]1[N:12]=[C:13]([NH:19][C:20]2[CH:25]=[CH:24][CH:23]=[C:22]([C:26]3[N:31]=[CH:30][CH:29]=[CH:28][N:27]=3)[CH:21]=2)[C:14]([C:17]([NH2:18])=[O:38])=[N:15][CH:16]=1. Given the reactants [NH2:1][C@H:2]1[C:7]([F:9])([F:8])[CH2:6][CH2:5][CH2:4][C@H:3]1[NH:10][C:11]1[N:12]=[C:13]([NH:19][C:20]2[CH:25]=[CH:24][CH:23]=[C:22]([C:26]3[N:31]=[CH:30][CH:29]=[CH:28][N:27]=3)[CH:21]=2)[C:14]([C:17]#[N:18])=[N:15][CH:16]=1.[OH-].[Na+].OO.CC(O)=[O:38], predict the reaction product.